This data is from Reaction yield outcomes from USPTO patents with 853,638 reactions. The task is: Predict the reaction yield, written as a fraction of the theoretical maximum amount of product (1.0 means a 100% yield; for example, 0.34 means a 34% yield). (1) The product is [Cl:1][CH2:14][O:13][CH2:12][C:2]12[CH2:9][CH:8]3[CH2:7][CH:6]([CH2:5][CH:4]([CH2:10]3)[CH2:3]1)[CH2:11]2. The reactants are [ClH:1].[C:2]12([CH2:12][OH:13])[CH2:11][CH:6]3[CH2:7][CH:8]([CH2:10][CH:4]([CH2:5]3)[CH2:3]1)[CH2:9]2.[CH2:14]=O.S([O-])([O-])(=O)=O.[Mg+2].[Cl-].[Na+].S(=O)(=O)(O)O. The catalyst is ClCCl. The yield is 0.872. (2) The reactants are C1CCC(N=C=NC2CCCCC2)CC1.Cl.[CH3:17][S:18][C:19]1[CH:20]=[C:21]([NH:25][CH:26]([C:30]2[CH:35]=[CH:34][CH:33]=[CH:32][CH:31]=2)[C:27]([OH:29])=[O:28])[CH:22]=[CH:23][CH:24]=1.C1C=CC2N(O)N=NC=2C=1.[N:46]12[CH2:53][CH2:52][CH:49]([CH2:50][CH2:51]1)[C@@H:48](O)[CH2:47]2. The catalyst is C1COCC1. The product is [N:46]12[CH2:53][CH2:52][CH:49]([CH2:50][CH2:51]1)[C@@H:48]([O:28][C:27](=[O:29])[CH:26]([NH:25][C:21]1[CH:22]=[CH:23][CH:24]=[C:19]([S:18][CH3:17])[CH:20]=1)[C:30]1[CH:35]=[CH:34][CH:33]=[CH:32][CH:31]=1)[CH2:47]2. The yield is 1.00. (3) The reactants are CCCP(=O)=O.[NH2:7][C:8]1[CH:9]=[C:10]([F:27])[C:11]([F:26])=[C:12]([C@:14]2([CH3:25])[C@H:20]3[C@:18]([CH:21]([F:23])[F:22])([CH2:19]3)[S:17][C:16]([NH2:24])=[N:15]2)[CH:13]=1.[C:28]([C:30]1[CH:31]=[C:32]([CH3:39])[C:33]([C:36](O)=[O:37])=[N:34][CH:35]=1)#[N:29].C(P1(=O)OP(CCC)(=O)OP(CCC)(=O)O1)CC. The catalyst is CC(N(C)C)=O. The product is [NH2:24][C:16]1[S:17][C@:18]2([CH:21]([F:23])[F:22])[C@H:20]([C@:14]([C:12]3[CH:13]=[C:8]([NH:7][C:36](=[O:37])[C:33]4[C:32]([CH3:39])=[CH:31][C:30]([C:28]#[N:29])=[CH:35][N:34]=4)[CH:9]=[C:10]([F:27])[C:11]=3[F:26])([CH3:25])[N:15]=1)[CH2:19]2. The yield is 0.640. (4) The reactants are C([O:5][P:6]([CH:13]([OH:26])[C:14]1[CH:19]=[CH:18][C:17]([C:20]2[CH:25]=[CH:24][CH:23]=[CH:22][N:21]=2)=[CH:16][CH:15]=1)(=[O:12])[O:7]C(C)(C)C)(C)(C)C. The catalyst is C(O)(=O)C. The product is [OH:26][CH:13]([P:6](=[O:5])([OH:7])[OH:12])[C:14]1[CH:15]=[CH:16][C:17]([C:20]2[CH:25]=[CH:24][CH:23]=[CH:22][N:21]=2)=[CH:18][CH:19]=1. The yield is 0.920.